From a dataset of Peptide-MHC class II binding affinity with 134,281 pairs from IEDB. Regression. Given a peptide amino acid sequence and an MHC pseudo amino acid sequence, predict their binding affinity value. This is MHC class II binding data. (1) The peptide sequence is GIFLSVAAGNEAENA. The MHC is DRB5_0101 with pseudo-sequence DRB5_0101. The binding affinity (normalized) is 0.601. (2) The peptide sequence is EKKYFAATQFQPLAA. The MHC is HLA-DPA10201-DPB11401 with pseudo-sequence HLA-DPA10201-DPB11401. The binding affinity (normalized) is 0.746. (3) The peptide sequence is TIAAMMTSPLSVASM. The MHC is DRB1_1501 with pseudo-sequence DRB1_1501. The binding affinity (normalized) is 0.663. (4) The peptide sequence is TSVIIDGNCDGRGKS. The MHC is HLA-DQA10501-DQB10302 with pseudo-sequence HLA-DQA10501-DQB10302. The binding affinity (normalized) is 0.417.